Dataset: HIV replication inhibition screening data with 41,000+ compounds from the AIDS Antiviral Screen. Task: Binary Classification. Given a drug SMILES string, predict its activity (active/inactive) in a high-throughput screening assay against a specified biological target. (1) The compound is Cl[Ho](Cl)Cl. The result is 0 (inactive). (2) The compound is O=C(Cc1ccccc1)NCCc1ccc(O)c(O)c1. The result is 0 (inactive).